The task is: Predict the product of the given reaction.. This data is from Forward reaction prediction with 1.9M reactions from USPTO patents (1976-2016). (1) Given the reactants [F:1][C:2]([F:7])([F:6])[C:3]([OH:5])=[O:4].F[C:9](F)(F)[C:10](O)=[O:11].[Cl:15][C:16]1[CH:17]=[N:18][C:19]2[NH:20][C:21]3[CH:22]=[CH:23][CH:24]=[C:25]([CH:46]=3)[CH2:26][CH2:27][C:28]3[CH:36]=[C:32]([NH:33][C:34]=1[N:35]=2)[CH:31]=[CH:30][C:29]=3[NH:37][C:38]([CH:40]1[CH2:45][CH2:44][NH:43][CH2:42][CH2:41]1)=[O:39].C(Cl)(=O)C, predict the reaction product. The product is: [F:1][C:2]([F:7])([F:6])[C:3]([OH:5])=[O:4].[C:10]([N:43]1[CH2:44][CH2:45][CH:40]([C:38]([NH:37][C:29]2[CH:30]=[CH:31][C:32]3[NH:33][C:34]4[N:35]=[C:19]([NH:20][C:21]5[CH:22]=[CH:23][CH:24]=[C:25]([CH:46]=5)[CH2:26][CH2:27][C:28]=2[CH:36]=3)[N:18]=[CH:17][C:16]=4[Cl:15])=[O:39])[CH2:41][CH2:42]1)(=[O:11])[CH3:9]. (2) Given the reactants S=[C:2]1[CH2:6][S:5][C:4](=[O:7])[NH:3]1.[NH2:8][CH2:9][C:10]1([CH2:16][OH:17])[CH2:15][CH2:14][O:13][CH2:12][CH2:11]1, predict the reaction product. The product is: [OH:17][CH2:16][C:10]1([CH2:9][NH:8][C:2]2[CH2:6][S:5][C:4](=[O:7])[N:3]=2)[CH2:15][CH2:14][O:13][CH2:12][CH2:11]1. (3) Given the reactants [Cl:1][C:2]1[CH:3]=[C:4]2[N:32]=[C:31]([O:33][C@H:34]3[C@H:38]4[O:39][CH2:40][C@@H:41]([OH:42])[C@H:37]4[O:36][CH2:35]3)[N:30](COCC[Si](C)(C)C)[C:5]2=[N:6][C:7]=1[C:8]1[CH:13]=[CH:12][C:11]([C:14]2[N:19]=[CH:18][C:17]([S:20]([CH3:29])(=[N:22]C(=O)C(F)(F)F)=[O:21])=[CH:16][N:15]=2)=[CH:10][CH:9]=1.FC(F)(F)C(O)=O, predict the reaction product. The product is: [Cl:1][C:2]1[CH:3]=[C:4]2[N:32]=[C:31]([O:33][C@H:34]3[C@H:38]4[O:39][CH2:40][C@@H:41]([OH:42])[C@H:37]4[O:36][CH2:35]3)[NH:30][C:5]2=[N:6][C:7]=1[C:8]1[CH:13]=[CH:12][C:11]([C:14]2[N:15]=[CH:16][C:17]([S:20]([CH3:29])(=[NH:22])=[O:21])=[CH:18][N:19]=2)=[CH:10][CH:9]=1. (4) Given the reactants [C:1]([OH:6])(=[O:5])[CH:2]([CH3:4])[OH:3].C(O)(=O)[CH2:8][CH2:9][C:10](O)=[O:11], predict the reaction product. The product is: [CH3:4][C@H:2]1[O:3][C:10](=[O:11])[C@H:9]([CH3:8])[O:6][C:1]1=[O:5]. (5) Given the reactants [C:1]([C@@H:3]([NH:22][C:23]([C@@H:25]1[CH2:30][CH2:29][CH2:28][CH2:27][N:26]1C(OC(C)(C)C)=O)=[O:24])[CH2:4][C:5]1[CH:10]=[CH:9][C:8]([C:11]2[CH:12]=[CH:13][C:14]3[O:18][C:17](=[O:19])[N:16]([CH3:20])[C:15]=3[CH:21]=2)=[CH:7][CH:6]=1)#[N:2], predict the reaction product. The product is: [C:1]([C@@H:3]([NH:22][C:23]([C@@H:25]1[CH2:30][CH2:29][CH2:28][CH2:27][NH:26]1)=[O:24])[CH2:4][C:5]1[CH:6]=[CH:7][C:8]([C:11]2[CH:12]=[CH:13][C:14]3[O:18][C:17](=[O:19])[N:16]([CH3:20])[C:15]=3[CH:21]=2)=[CH:9][CH:10]=1)#[N:2]. (6) Given the reactants [CH3:1][C:2]1[O:6][N:5]=[C:4]([C:7]2[CH:12]=[CH:11][CH:10]=[CH:9][N:8]=2)[C:3]=1[CH2:13][CH2:14][C:15]1[S:16][C:17]([C:20]([OH:22])=O)=[CH:18][N:19]=1.[F:23][C:24]([F:28])([F:27])[CH2:25][NH2:26], predict the reaction product. The product is: [F:23][C:24]([F:28])([F:27])[CH2:25][NH:26][C:20]([C:17]1[S:16][C:15]([CH2:14][CH2:13][C:3]2[C:4]([C:7]3[CH:12]=[CH:11][CH:10]=[CH:9][N:8]=3)=[N:5][O:6][C:2]=2[CH3:1])=[N:19][CH:18]=1)=[O:22]. (7) Given the reactants [NH2:1][C:2]1[N:7]=[C:6](Cl)[CH:5]=[C:4](Cl)[N:3]=1.[CH3:10][C@H:11]1[CH2:16][O:15][CH2:14][CH2:13][NH:12]1.[C:17](=[O:20])([O-])[O-].[Ca+2], predict the reaction product. The product is: [CH3:10][C@H:11]1[CH2:16][O:15][CH2:14][CH2:13][N:12]1[C:4]1[CH:5]=[C:6]([N:12]2[CH2:13][CH2:17][O:20][CH2:10][C@@H:11]2[CH3:16])[N:7]=[C:2]([NH2:1])[N:3]=1. (8) Given the reactants [Br:1][C:2]1[C:7]([CH3:8])=[CH:6][C:5](B2OC(C)(C)C(C)(C)O2)=[CH:4][C:3]=1[CH3:18].I[C:20]1[CH:25]=[N:24][CH:23]=[CH:22][N:21]=1, predict the reaction product. The product is: [Br:1][C:2]1[C:3]([CH3:18])=[CH:4][C:5]([C:20]2[CH:25]=[N:24][CH:23]=[CH:22][N:21]=2)=[CH:6][C:7]=1[CH3:8]. (9) Given the reactants [N+:1]([C:4]1[CH:9]=[C:8]([CH3:10])[CH:7]=[C:6]([N+:11]([O-])=O)[C:5]=1[O:14][CH3:15])([O-])=O.CO.[H][H].[ClH:20], predict the reaction product. The product is: [ClH:20].[ClH:20].[NH2:1][C:4]1[CH:9]=[C:8]([CH3:10])[CH:7]=[C:6]([NH2:11])[C:5]=1[O:14][CH3:15]. (10) The product is: [CH3:1][N:2]1[CH2:7][CH2:6][CH:5]([N:8]2[C:9]3[C:10](=[CH:11][CH:12]=[CH:13][CH:14]=3)[CH2:15][CH2:16][C:17]2=[O:19])[CH2:4][CH2:3]1. Given the reactants [CH3:1][N:2]1[CH2:7][CH2:6][CH:5]([NH:8][C:9]2[CH:14]=[CH:13][CH:12]=[CH:11][C:10]=2[CH2:15][CH2:16][C:17]([O:19]C)=O)[CH2:4][CH2:3]1.[OH-].[Na+], predict the reaction product.